From a dataset of NCI-60 drug combinations with 297,098 pairs across 59 cell lines. Regression. Given two drug SMILES strings and cell line genomic features, predict the synergy score measuring deviation from expected non-interaction effect. (1) Drug 1: CC(C1=C(C=CC(=C1Cl)F)Cl)OC2=C(N=CC(=C2)C3=CN(N=C3)C4CCNCC4)N. Drug 2: CN(CC1=CN=C2C(=N1)C(=NC(=N2)N)N)C3=CC=C(C=C3)C(=O)NC(CCC(=O)O)C(=O)O. Cell line: BT-549. Synergy scores: CSS=-5.55, Synergy_ZIP=6.18, Synergy_Bliss=0.971, Synergy_Loewe=-8.32, Synergy_HSA=-3.59. (2) Drug 1: CC1=CC2C(CCC3(C2CCC3(C(=O)C)OC(=O)C)C)C4(C1=CC(=O)CC4)C. Drug 2: C1=C(C(=O)NC(=O)N1)N(CCCl)CCCl. Cell line: SW-620. Synergy scores: CSS=11.3, Synergy_ZIP=0.118, Synergy_Bliss=-0.613, Synergy_Loewe=-12.1, Synergy_HSA=-2.82. (3) Drug 1: C1=CC=C(C(=C1)C(C2=CC=C(C=C2)Cl)C(Cl)Cl)Cl. Drug 2: CC12CCC3C(C1CCC2OP(=O)(O)O)CCC4=C3C=CC(=C4)OC(=O)N(CCCl)CCCl.[Na+]. Cell line: SF-539. Synergy scores: CSS=-2.19, Synergy_ZIP=-1.30, Synergy_Bliss=-1.58, Synergy_Loewe=-9.89, Synergy_HSA=-4.91. (4) Drug 1: CCCS(=O)(=O)NC1=C(C(=C(C=C1)F)C(=O)C2=CNC3=C2C=C(C=N3)C4=CC=C(C=C4)Cl)F. Drug 2: CC(C)(C#N)C1=CC(=CC(=C1)CN2C=NC=N2)C(C)(C)C#N. Cell line: U251. Synergy scores: CSS=0.762, Synergy_ZIP=-1.13, Synergy_Bliss=-2.61, Synergy_Loewe=-2.78, Synergy_HSA=-2.79. (5) Drug 1: C1=CN(C(=O)N=C1N)C2C(C(C(O2)CO)O)O.Cl. Drug 2: CC1CCC2CC(C(=CC=CC=CC(CC(C(=O)C(C(C(=CC(C(=O)CC(OC(=O)C3CCCCN3C(=O)C(=O)C1(O2)O)C(C)CC4CCC(C(C4)OC)OCCO)C)C)O)OC)C)C)C)OC. Cell line: OVCAR-4. Synergy scores: CSS=9.17, Synergy_ZIP=-1.49, Synergy_Bliss=0.361, Synergy_Loewe=-2.75, Synergy_HSA=-1.18.